This data is from Reaction yield outcomes from USPTO patents with 853,638 reactions. The task is: Predict the reaction yield, written as a fraction of the theoretical maximum amount of product (1.0 means a 100% yield; for example, 0.34 means a 34% yield). (1) The reactants are C[O:2][CH:3](OC)[CH2:4][O:5][CH:6]1[CH2:11][CH2:10][CH2:9][CH2:8][CH2:7]1.S(=O)(=O)(O)O. The catalyst is O. The yield is 0.510. The product is [CH:6]1([O:5][CH2:4][CH:3]=[O:2])[CH2:11][CH2:10][CH2:9][CH2:8][CH2:7]1. (2) The reactants are [F:1][C:2]1[CH:3]=[C:4]([NH2:24])[CH:5]=[CH:6][C:7]=1[O:8][C:9]1[CH:14]=[CH:13][N:12]=[C:11]2[CH:15]=[C:16]([C:18]3[N:19]=[CH:20][N:21]([CH3:23])[CH:22]=3)[S:17][C:10]=12.[CH2:25]([O:27][CH:28](O)[C:29]([F:32])([F:31])[F:30])[CH3:26].O.C1(C)C=CC(S(O)(=O)=O)=CC=1. The catalyst is C(O)C. The product is [CH2:25]([O:27][CH:28]([NH:24][C:4]1[CH:5]=[CH:6][C:7]([O:8][C:9]2[CH:14]=[CH:13][N:12]=[C:11]3[CH:15]=[C:16]([C:18]4[N:19]=[CH:20][N:21]([CH3:23])[CH:22]=4)[S:17][C:10]=23)=[C:2]([F:1])[CH:3]=1)[C:29]([F:32])([F:31])[F:30])[CH3:26]. The yield is 0.680.